This data is from Full USPTO retrosynthesis dataset with 1.9M reactions from patents (1976-2016). The task is: Predict the reactants needed to synthesize the given product. (1) Given the product [CH3:8][N:9]([CH3:18])[C:10]1[CH:17]=[CH:16][C:13]([CH:14]=[CH:7][C:5](=[O:6])[CH:4]=[C:2]([OH:3])[CH3:1])=[CH:12][CH:11]=1, predict the reactants needed to synthesize it. The reactants are: [CH3:1][C:2]([CH2:4][C:5]([CH3:7])=[O:6])=[O:3].[CH3:8][N:9]([CH3:18])[C:10]1[CH:17]=[CH:16][C:13]([CH:14]=O)=[CH:12][CH:11]=1.B(OCCCC)(OCCCC)OCCCC.C(N)CCC.Cl. (2) Given the product [CH3:31][N:27]1[CH2:28][CH2:29][CH2:30][C@H:25]([C:22]2[N:20]3[CH:21]=[C:16]([O:12][C@H:5]4[C:6]5[C:11](=[CH:10][CH:9]=[CH:8][CH:7]=5)[C@@H:2]([NH2:1])[CH2:3][CH2:4]4)[CH:17]=[CH:18][C:19]3=[N:24][N:23]=2)[CH2:26]1, predict the reactants needed to synthesize it. The reactants are: [NH2:1][C@@H:2]1[C:11]2[C:6](=[CH:7][CH:8]=[CH:9][CH:10]=2)[C@H:5]([OH:12])[CH2:4][CH2:3]1.[H-].[Na+].F[C:16]1[CH:17]=[CH:18][C:19]2[N:20]([C:22]([C@H:25]3[CH2:30][CH2:29][CH2:28][N:27]([CH3:31])[CH2:26]3)=[N:23][N:24]=2)[CH:21]=1. (3) Given the product [CH3:28][O:29][C:30](=[O:42])[CH2:31][C:32]1[N:33]=[CH:34][N:35]([CH2:38][C:39]([N:25]2[CH2:26][CH2:27][CH:22]([C:20]3[N:21]=[C:17]([C:7]4[CH:6]=[C:5]([C:1]([CH3:2])([CH3:3])[CH3:4])[C:10]([O:11][CH3:12])=[C:9]([C:13]([CH3:16])([CH3:15])[CH3:14])[CH:8]=4)[S:18][CH:19]=3)[CH2:23][CH2:24]2)=[O:40])[C:36]=1[CH3:37], predict the reactants needed to synthesize it. The reactants are: [C:1]([C:5]1[CH:6]=[C:7]([C:17]2[S:18][CH:19]=[C:20]([CH:22]3[CH2:27][CH2:26][NH:25][CH2:24][CH2:23]3)[N:21]=2)[CH:8]=[C:9]([C:13]([CH3:16])([CH3:15])[CH3:14])[C:10]=1[O:11][CH3:12])([CH3:4])([CH3:3])[CH3:2].[CH3:28][O:29][C:30](=[O:42])[CH2:31][C:32]1[N:33]=[CH:34][N:35]([CH2:38][C:39](O)=[O:40])[C:36]=1[CH3:37]. (4) Given the product [OH:1][CH2:2][C:3]1([CH2:6][C:7]([O:9][CH3:15])=[O:8])[CH2:5][CH2:4]1, predict the reactants needed to synthesize it. The reactants are: [OH:1][CH2:2][C:3]1([CH2:6][C:7]([OH:9])=[O:8])[CH2:5][CH2:4]1.S(=O)(=O)(O)O.[C:15]([O-])(O)=O.[Na+]. (5) Given the product [F:31][C:28]([F:29])([F:30])[C:26]1[CH:25]=[C:24]([C:32]([F:33])([F:34])[F:35])[N:23]=[C:22]([CH2:3][CH2:2][CH2:1][NH:4][C:5](=[O:11])[O:6][C:7]([CH3:10])([CH3:9])[CH3:8])[CH:27]=1, predict the reactants needed to synthesize it. The reactants are: [CH2:1]([NH:4][C:5](=[O:11])[O:6][C:7]([CH3:10])([CH3:9])[CH3:8])[CH:2]=[CH2:3].C12BC(CCC1)CCC2.Br[C:22]1[CH:27]=[C:26]([C:28]([F:31])([F:30])[F:29])[CH:25]=[C:24]([C:32]([F:35])([F:34])[F:33])[N:23]=1.C([O-])([O-])=O.[K+].[K+].